Predict the reaction yield, written as a fraction of the theoretical maximum amount of product (1.0 means a 100% yield; for example, 0.34 means a 34% yield). From a dataset of Reaction yield outcomes from USPTO patents with 853,638 reactions. (1) The reactants are [CH3:1][C:2]1[C:6]2[C:7](=[O:20])[N:8]([CH2:12][CH2:13][N:14]3[CH2:19][CH2:18][CH2:17][CH2:16][CH2:15]3)[CH2:9][CH2:10][CH2:11][C:5]=2[NH:4][C:3]=1[CH:21]=O.[F:23][C:24]1[C:29]([F:30])=[CH:28][CH:27]=[CH:26][C:25]=1[C:31]1[CH:39]=[CH:38][CH:37]=[C:36]2[C:32]=1[CH2:33][C:34](=[O:40])[NH:35]2. No catalyst specified. The product is [F:23][C:24]1[C:29]([F:30])=[CH:28][CH:27]=[CH:26][C:25]=1[C:31]1[CH:39]=[CH:38][CH:37]=[C:36]2[C:32]=1/[C:33](=[CH:21]/[C:3]1[NH:4][C:5]3[CH2:11][CH2:10][CH2:9][N:8]([CH2:12][CH2:13][N:14]4[CH2:19][CH2:18][CH2:17][CH2:16][CH2:15]4)[C:7](=[O:20])[C:6]=3[C:2]=1[CH3:1])/[C:34](=[O:40])[NH:35]2. The yield is 0.809. (2) The reactants are [CH:1]1[C:13]2[CH:12]([CH2:14][O:15][C:16](=[O:27])[NH:17][C@@H:18]3[CH2:22][C@H:21]([CH2:23][OH:24])[C@@H:20]([OH:25])[C@H:19]3[OH:26])[C:11]3[C:6](=[CH:7][CH:8]=[CH:9][CH:10]=3)[C:5]=2[CH:4]=[CH:3][CH:2]=1.CO[C:30](OC)([CH3:32])[CH3:31].O.C1(C)C=CC(S(O)(=O)=O)=CC=1.C(Cl)(Cl)Cl.CO.C(O)(=O)C. The catalyst is CC(C)=O. The product is [CH:1]1[C:13]2[CH:12]([CH2:14][O:15][C:16](=[O:27])[NH:17][C@H:18]3[C@H:19]4[C@H:20]([O:25][C:30]([CH3:32])([CH3:31])[O:26]4)[C@@H:21]([CH2:23][OH:24])[CH2:22]3)[C:11]3[C:6](=[CH:7][CH:8]=[CH:9][CH:10]=3)[C:5]=2[CH:4]=[CH:3][CH:2]=1. The yield is 0.910.